This data is from Full USPTO retrosynthesis dataset with 1.9M reactions from patents (1976-2016). The task is: Predict the reactants needed to synthesize the given product. (1) Given the product [C:1]([O:5][C:6]([N:8]1[CH2:11][CH:10]([O:12][C:27]([N:55]2[CH2:56][CH2:57][CH:52]([O:51][C:49]3[CH:50]=[C:45]([N:41]4[C:42]5[C:38](=[CH:37][C:36]([S:33]([CH3:32])(=[O:35])=[O:34])=[CH:44][CH:43]=5)[CH2:39][CH2:40]4)[N:46]=[CH:47][N:48]=3)[CH2:53][CH2:54]2)=[O:28])[CH2:9]1)=[O:7])([CH3:4])([CH3:2])[CH3:3], predict the reactants needed to synthesize it. The reactants are: [C:1]([O:5][C:6]([N:8]1[CH2:11][CH:10]([OH:12])[CH2:9]1)=[O:7])([CH3:4])([CH3:3])[CH3:2].C(N(CC)CC)C.[N+](C1C=CC([C:27](Cl)=[O:28])=CC=1)([O-])=O.[CH3:32][S:33]([C:36]1[CH:37]=[C:38]2[C:42](=[CH:43][CH:44]=1)[N:41]([C:45]1[CH:50]=[C:49]([O:51][CH:52]3[CH2:57][CH2:56][NH:55][CH2:54][CH2:53]3)[N:48]=[CH:47][N:46]=1)[CH2:40][CH2:39]2)(=[O:35])=[O:34]. (2) Given the product [C:12]([O:11][C:10](=[O:16])[NH:9][C:6]1[CH:7]=[CH:8][C:3]([O:2][CH3:1])=[CH:4][C:5]=1[CH2:17][CH:29]([CH:28]1[CH2:19][CH2:18][CH2:26][CH2:27]1)[OH:25])([CH3:13])([CH3:14])[CH3:15], predict the reactants needed to synthesize it. The reactants are: [CH3:1][O:2][C:3]1[CH:8]=[CH:7][C:6]([NH:9][C:10](=[O:16])[O:11][C:12]([CH3:15])([CH3:14])[CH3:13])=[C:5]([CH3:17])[CH:4]=1.[CH:18]([Li])(CC)[CH3:19].O.Cl.[O:25]1[CH2:29][CH2:28][CH2:27][CH2:26]1. (3) Given the product [C:1]([O:5][C:6]([N:8]1[CH2:13][CH2:12][CH2:11][C:10]([CH:11]([CH3:12])[CH:10]=[CH2:9])([C:14]([OH:16])=[O:15])[CH2:9]1)=[O:7])([CH3:2])([CH3:3])[CH3:4], predict the reactants needed to synthesize it. The reactants are: [C:1]([O:5][C:6]([N:8]1[CH2:13][CH2:12][CH2:11][CH:10]([C:14]([O:16]C/C=C\C)=[O:15])[CH2:9]1)=[O:7])([CH3:4])([CH3:3])[CH3:2].C[Si](C)(C)[N-][Si](C)(C)C.[Li+].C[Si](Cl)(C)C.[OH-].[Na+]. (4) Given the product [Cl-:18].[CH3:1][O:2][C@H:3]1[CH2:8][CH2:7][NH2+:6][CH2:5][C:4]1([CH3:17])[CH3:16], predict the reactants needed to synthesize it. The reactants are: [CH3:1][O:2][C@H:3]1[CH2:8][CH2:7][N:6](C(OC(C)(C)C)=O)[CH2:5][C:4]1([CH3:17])[CH3:16].[ClH:18].O1CCOCC1.